Dataset: Forward reaction prediction with 1.9M reactions from USPTO patents (1976-2016). Task: Predict the product of the given reaction. (1) Given the reactants [Br:1][C:2]1[C:11]([F:12])=[CH:10][CH:9]=[C:8]2[C:3]=1[CH2:4][CH2:5][N:6]1[C:17](=[O:18])[CH2:16][NH:15][C:14](=[O:19])[CH2:13][CH:7]12.NCC(N1CCC2C(=CC=C(F)C=2Br)C1CC(O)=O)=O.C(N(CC)CC)C.O, predict the reaction product. The product is: [Br:1][C:2]1[C:11]([F:12])=[CH:10][CH:9]=[C:8]2[C:3]=1[CH2:4][CH2:5][N:6]1[C:17](=[O:18])[CH2:16][NH:15][C:14](=[O:19])[CH:13]=[C:7]12. (2) Given the reactants [CH3:1][C:2]1[N:7]=[C:6]([OH:8])[CH:5]=[C:4]([O:9][C:10]2[CH:15]=[CH:14][C:13]([N+:16]([O-:18])=[O:17])=[C:12]([NH:19][CH3:20])[CH:11]=2)[CH:3]=1.[CH3:21]I, predict the reaction product. The product is: [CH3:21][O:8][C:6]1[CH:5]=[C:4]([O:9][C:10]2[CH:15]=[CH:14][C:13]([N+:16]([O-:18])=[O:17])=[C:12]([CH:11]=2)[NH:19][CH3:20])[CH:3]=[C:2]([CH3:1])[N:7]=1. (3) Given the reactants [C:1]([C:5]1[N:6]=[C:7]([N:22]2[CH2:27][CH2:26]OC[CH2:23]2)[C:8]2[N:13]=[N:12][N:11]([CH2:14][C:15]3[CH:20]=[CH:19][CH:18]=[CH:17][C:16]=3[Cl:21])[C:9]=2[N:10]=1)([CH3:4])([CH3:3])[CH3:2].C(C1N=C(Cl)C2N=NN(CC3C=CC=CC=3Cl)C=2N=1)(C)(C)C.C(O)(=O)C(O)=O.[CH2:56]1C2(CNC2)[CH2:58][O:57]1, predict the reaction product. The product is: [C:1]([C:5]1[N:6]=[C:7]([N:22]2[CH2:23][C:26]3([CH2:58][O:57][CH2:56]3)[CH2:27]2)[C:8]2[N:13]=[N:12][N:11]([CH2:14][C:15]3[CH:20]=[CH:19][CH:18]=[CH:17][C:16]=3[Cl:21])[C:9]=2[N:10]=1)([CH3:3])([CH3:4])[CH3:2]. (4) The product is: [C:1]([O:5][C:6]([N:8]1[CH2:17][CH2:16][C:15]2[C:10](=[CH:11][CH:12]=[C:13]([CH:18]([NH:20][C:22]([O:24][CH2:25][CH3:26])=[O:23])[CH3:19])[CH:14]=2)[CH2:9]1)=[O:7])([CH3:4])([CH3:2])[CH3:3]. Given the reactants [C:1]([O:5][C:6]([N:8]1[CH2:17][CH2:16][C:15]2[C:10](=[CH:11][CH:12]=[C:13]([CH:18]([NH2:20])[CH3:19])[CH:14]=2)[CH2:9]1)=[O:7])([CH3:4])([CH3:3])[CH3:2].Cl[C:22]([O:24][CH2:25][CH3:26])=[O:23], predict the reaction product. (5) Given the reactants [CH3:1][C:2]([CH3:42])([CH2:10][O:11][C:12]1[CH:17]=[CH:16][C:15]([C:18]2[CH:23]=[CH:22][C:21]([C:24]3[N:25](COCC[Si](C)(C)C)[CH:26]=[C:27]([C:29]([F:32])([F:31])[F:30])[N:28]=3)=[CH:20][N:19]=2)=[CH:14][C:13]=1[CH3:41])[C:3]([O:5]C(C)(C)C)=[O:4], predict the reaction product. The product is: [CH3:1][C:2]([CH3:42])([CH2:10][O:11][C:12]1[CH:17]=[CH:16][C:15]([C:18]2[CH:23]=[CH:22][C:21]([C:24]3[NH:28][C:27]([C:29]([F:32])([F:30])[F:31])=[CH:26][N:25]=3)=[CH:20][N:19]=2)=[CH:14][C:13]=1[CH3:41])[C:3]([OH:5])=[O:4]. (6) Given the reactants [C:1]([O:5][C:6]([NH:8][C@@H:9]1[CH2:13][CH2:12][C@H:11]([C:14]([OH:16])=O)[CH2:10]1)=[O:7])([CH3:4])([CH3:3])[CH3:2].Cl.CN(C)CCCN=C=NCC.O[N:30]1[C:34]2[CH:35]=[CH:36][CH:37]=[CH:38][C:33]=2[N:32]=N1.C(N(C(C)C)CC)(C)C, predict the reaction product. The product is: [C:1]([O:5][C:6](=[O:7])[NH:8][C@H:9]1[CH2:13][CH2:12][C@@H:11]([C:14](=[O:16])[NH:32][CH2:33][C:38]2[CH:37]=[CH:36][CH:35]=[CH:34][N:30]=2)[CH2:10]1)([CH3:2])([CH3:3])[CH3:4]. (7) Given the reactants [C:1]12([C:11]3[CH:20]=[CH:19][C:14]([C:15](OC)=[O:16])=[CH:13][C:12]=3[O:21][CH:22]([CH3:24])[CH3:23])[CH2:10][CH:5]3[CH2:6][CH:7]([CH2:9][CH:3]([CH2:4]3)[CH2:2]1)[CH2:8]2.C12(C3C=C(/C=C/[N+]([O-])=O)C=CC=3OC(C)C)CC3CC(CC(C3)C1)C2, predict the reaction product. The product is: [C:1]12([C:11]3[CH:20]=[CH:19][C:14]([CH2:15][OH:16])=[CH:13][C:12]=3[O:21][CH:22]([CH3:24])[CH3:23])[CH2:2][CH:3]3[CH2:9][CH:7]([CH2:6][CH:5]([CH2:4]3)[CH2:10]1)[CH2:8]2. (8) The product is: [CH:1]1([C@@H:4]([C:11]2[CH:16]=[CH:15][N:14]=[C:13]([O:17][CH2:18][CH:19]3[CH2:24][CH2:23][N:22]([C:25]4[CH:33]=[C:32]([O:34][CH3:35])[CH:31]=[CH:30][C:26]=4[C:27](=[O:28])[N:47]([CH2:46][C:45]([CH3:57])([CH3:56])[CH3:44])[C:48]4[N:49]=[C:50]([CH3:55])[CH:51]=[C:52]([CH3:54])[N:53]=4)[CH2:21][CH2:20]3)[CH:12]=2)[CH2:5][C:6]([O:8][CH2:9][CH3:10])=[O:7])[CH2:3][CH2:2]1. Given the reactants [CH:1]1([C@@H:4]([C:11]2[CH:16]=[CH:15][N:14]=[C:13]([O:17][CH2:18][CH:19]3[CH2:24][CH2:23][N:22]([C:25]4[CH:33]=[C:32]([O:34][CH3:35])[CH:31]=[CH:30][C:26]=4[C:27](O)=[O:28])[CH2:21][CH2:20]3)[CH:12]=2)[CH2:5][C:6]([O:8][CH2:9][CH3:10])=[O:7])[CH2:3][CH2:2]1.ClC(N(C)C)=C(C)C.[CH3:44][C:45]([CH3:57])([CH3:56])[CH2:46][NH:47][C:48]1[N:53]=[C:52]([CH3:54])[CH:51]=[C:50]([CH3:55])[N:49]=1.C(N(CC)CC)C, predict the reaction product. (9) Given the reactants C([Si](C)(C)[O:6][CH2:7][C:8]#[C:9][C:10]1[CH:11]=[C:12]([CH:15]=[C:16]([C:18]([C:20]2[C:25]([CH:26]([CH3:28])[CH3:27])=[C:24]([O:29]C)[N:23]=[C:22]([CH3:31])[C:21]=2[CH2:32][CH:33]2[CH2:35][CH2:34]2)=[O:19])[CH:17]=1)[C:13]#[N:14])(C)(C)C.C(#N)C.[OH-].[NH4+], predict the reaction product. The product is: [CH:33]1([CH2:32][C:21]2[C:20]([C:18]([C:16]3[CH:15]=[C:12]([CH:11]=[C:10]([C:9]#[C:8][CH2:7][OH:6])[CH:17]=3)[C:13]#[N:14])=[O:19])=[C:25]([CH:26]([CH3:28])[CH3:27])[C:24](=[O:29])[NH:23][C:22]=2[CH3:31])[CH2:35][CH2:34]1. (10) Given the reactants CC1C=CC(S(O[CH2:12][C@H:13]2[CH2:17][CH2:16][C@@H:15]([NH:18][C:19]([O:21][C:22]([CH3:25])([CH3:24])[CH3:23])=[O:20])[CH2:14]2)(=O)=O)=CC=1.C(=O)([O-])[O-].[K+].[K+].[NH:32]1[CH2:37][CH2:36][O:35][CH2:34][CH2:33]1, predict the reaction product. The product is: [O:35]1[CH2:36][CH2:37][N:32]([CH2:12][C@H:13]2[CH2:17][CH2:16][C@@H:15]([NH:18][C:19](=[O:20])[O:21][C:22]([CH3:23])([CH3:24])[CH3:25])[CH2:14]2)[CH2:33][CH2:34]1.